Dataset: Experimentally validated miRNA-target interactions with 360,000+ pairs, plus equal number of negative samples. Task: Binary Classification. Given a miRNA mature sequence and a target amino acid sequence, predict their likelihood of interaction. (1) The miRNA is mmu-miR-3966 with sequence AGCUGCCAGCUGUAGAACUGU. The protein sequence of the target gene is MANIAVQRIKREFKEVLKSEETSKNQIKVDLVDENFTELRGEIAGPPDTPYEGGRYQLEIKIPETYPFNPPKVRFITKIWHPNISSVTGAICLDILKDQWAAAMTLRTVLLSLQALLAAAEPDDPQDAVVANQYKQNPEMFKQTARLWAHVYAGAPVSSPEYTKKIENLCAMGFDRNAVIVALSSKSWDVETATELLLSN. Result: 0 (no interaction). (2) The miRNA is mmu-miR-5127 with sequence UCUCCCAACCCUUUUCCCA. The protein sequence of the target gene is MGAPARKRASLLLLLLATMALVSSPGWSFSQGTPATFGPVFEEQPVGLLFPEESAEDQVTLACRARASPPATYRWKMNGTEMNLEPGSRHQLMGGNLVIMSPTKAQDAGVYQCLASNPVGTVVSKEAVLRFGFLQEFSKEERDPVKTHEGWGVMLPCNPPAHYPGLSYRWLLNEFPNFIPTDGRHFVSQTTGNLYIARTNASDLGNYSCLATSHLDFSTKSVFSKFAQLNLAAEDPRLFAPSIKARFPPETYALVGQQVTLECFAFGNPVPRIKWRKVDGSLSPQWGTAEPTLQIPSVSF.... Result: 1 (interaction).